Dataset: Full USPTO retrosynthesis dataset with 1.9M reactions from patents (1976-2016). Task: Predict the reactants needed to synthesize the given product. (1) Given the product [N:1]1[C:14]2[C:5](=[CH:6][CH:7]=[C:8]3[C:13]=2[N:12]=[CH:11][CH:10]=[CH:9]3)[CH:4]=[CH:3][CH:2]=1, predict the reactants needed to synthesize it. The reactants are: [N:1]1[C:14]2[C:13]3[C:8](=[CH:9][CH:10]=[CH:11][N:12]=3)[CH:7]=[C:6](N)[C:5]=2[CH:4]=[CH:3][CH:2]=1.C1(C)C=CC(S(O)(=O)=O)=CC=1. (2) The reactants are: [CH3:1][N:2]1[C:6]([C:7]2[C:16]3[C:11](=[CH:12][CH:13]=[CH:14][CH:15]=3)[CH:10]=[CH:9][CH:8]=2)=[CH:5][N:4]=[CH:3]1.C1C(=O)N([Br:24])C(=O)C1. Given the product [Br:24][C:5]1[N:4]=[CH:3][N:2]([CH3:1])[C:6]=1[C:7]1[C:16]2[C:11](=[CH:12][CH:13]=[CH:14][CH:15]=2)[CH:10]=[CH:9][CH:8]=1, predict the reactants needed to synthesize it. (3) Given the product [C:8]1([CH:6]([C:4]2[N:3]=[CH:2][S:1][CH:5]=2)[OH:7])[CH:13]=[CH:12][CH:11]=[CH:10][CH:9]=1, predict the reactants needed to synthesize it. The reactants are: [S:1]1[CH:5]=[C:4]([CH:6]=[O:7])[N:3]=[CH:2]1.[C:8]1([Mg]Br)[CH:13]=[CH:12][CH:11]=[CH:10][CH:9]=1. (4) Given the product [CH2:12]([O:14][C:15](=[O:28])[C:16]1[CH:21]=[CH:20][CH:19]=[C:18]([C:22]2[CH2:26][CH2:25][CH2:24][C:23]=2[C:4]2[CH:5]=[CH:6][CH:7]=[CH:8][C:3]=2[O:2][CH3:1])[CH:17]=1)[CH3:13], predict the reactants needed to synthesize it. The reactants are: [CH3:1][O:2][C:3]1[CH:8]=[CH:7][CH:6]=[CH:5][C:4]=1B(O)O.[CH2:12]([O:14][C:15](=[O:28])[C:16]1[CH:21]=[CH:20][CH:19]=[C:18]([C:22]2[CH2:26][CH2:25][CH2:24][C:23]=2Br)[CH:17]=1)[CH3:13].C(=O)([O-])[O-].[K+].[K+].C1(C)C=CC=CC=1.C(O)C. (5) Given the product [C:16]([O:20][C:21]([N:22]([CH3:23])[CH2:24][CH2:25][O:26][C:27]1[CH:32]=[CH:31][CH:30]=[CH:29][C:28]=1[C:33]([OH:6])=[O:34])=[O:35])([CH3:19])([CH3:17])[CH3:18], predict the reactants needed to synthesize it. The reactants are: Cl([O-])=O.[Na+].P([O-])(O)(O)=[O:6].[Na+].CC(=CC)C.[C:16]([O:20][C:21](=[O:35])[N:22]([CH2:24][CH2:25][O:26][C:27]1[CH:32]=[CH:31][CH:30]=[CH:29][C:28]=1[CH:33]=[O:34])[CH3:23])([CH3:19])([CH3:18])[CH3:17].